Dataset: Catalyst prediction with 721,799 reactions and 888 catalyst types from USPTO. Task: Predict which catalyst facilitates the given reaction. (1) The catalyst class is: 38. Reactant: [F:1][C:2]([F:34])([F:33])[C:3]1[CH:28]=[C:27]([C:29]([F:32])([F:31])[F:30])[CH:26]=[CH:25][C:4]=1[CH2:5][O:6][C:7]1[CH:15]=[CH:14][C:13]2[NH:12][C:11]3[CH:16]([CH2:19][C:20]([O:22]CC)=[O:21])[CH2:17][CH2:18][C:10]=3[C:9]=2[CH:8]=1.[OH-].[Na+]. Product: [F:34][C:2]([F:1])([F:33])[C:3]1[CH:28]=[C:27]([C:29]([F:31])([F:32])[F:30])[CH:26]=[CH:25][C:4]=1[CH2:5][O:6][C:7]1[CH:15]=[CH:14][C:13]2[NH:12][C:11]3[CH:16]([CH2:19][C:20]([OH:22])=[O:21])[CH2:17][CH2:18][C:10]=3[C:9]=2[CH:8]=1. (2) Product: [C:1]([N:5]1[C:9]2[NH:10][C:18](=[O:17])[CH:19]=[C:20]([C:21]3[CH:26]=[CH:25][CH:24]=[CH:23][CH:22]=3)[C:8]=2[C:7]([CH:11]2[CH2:14][CH2:13][CH2:12]2)=[N:6]1)([CH3:4])([CH3:2])[CH3:3]. Reactant: [C:1]([N:5]1[C:9]([NH2:10])=[CH:8][C:7]([CH:11]2[CH2:14][CH2:13][CH2:12]2)=[N:6]1)([CH3:4])([CH3:3])[CH3:2].C([O:17][C:18](=O)[CH2:19][C:20](=O)[C:21]1[CH:26]=[CH:25][CH:24]=[CH:23][CH:22]=1)C. The catalyst class is: 52. (3) Reactant: C[O:2][C:3]([C:5]1[CH:16]=[CH:15][C:8]2[O:9][CH2:10][CH:11]([CH2:13][OH:14])[O:12][C:7]=2[C:6]=1[CH3:17])=[O:4].O.[OH-].[Ba+2].[OH-]. Product: [OH:14][CH2:13][CH:11]1[CH2:10][O:9][C:8]2[CH:15]=[CH:16][C:5]([C:3]([OH:4])=[O:2])=[C:6]([CH3:17])[C:7]=2[O:12]1. The catalyst class is: 5. (4) Reactant: [C:1]([C:3]1[CH:4]=[CH:5][C:6]2[O:10][C:9]([C:11]([O:13]C)=[O:12])=[C:8]([CH3:15])[C:7]=2[CH:16]=1)#[N:2].O1CCCC1.O.O.[OH-].[Li+]. Product: [C:1]([C:3]1[CH:4]=[CH:5][C:6]2[O:10][C:9]([C:11]([OH:13])=[O:12])=[C:8]([CH3:15])[C:7]=2[CH:16]=1)#[N:2]. The catalyst class is: 5.